From a dataset of Peptide-MHC class II binding affinity with 134,281 pairs from IEDB. Regression. Given a peptide amino acid sequence and an MHC pseudo amino acid sequence, predict their binding affinity value. This is MHC class II binding data. (1) The peptide sequence is TLWQRPLVTIKIGGQLKEAL. The MHC is HLA-DQA10301-DQB10302 with pseudo-sequence HLA-DQA10301-DQB10302. The binding affinity (normalized) is 0.135. (2) The peptide sequence is QDVLLFTPASTEPQS. The MHC is DRB1_0701 with pseudo-sequence DRB1_0701. The binding affinity (normalized) is 0.317. (3) The peptide sequence is AGSYAADLGYGPATP. The MHC is DRB1_0901 with pseudo-sequence DRB1_0901. The binding affinity (normalized) is 0.469. (4) The peptide sequence is THIFAEVLKDAIKDL. The MHC is HLA-DQA10101-DQB10501 with pseudo-sequence HLA-DQA10101-DQB10501. The binding affinity (normalized) is 0.148.